Dataset: Catalyst prediction with 721,799 reactions and 888 catalyst types from USPTO. Task: Predict which catalyst facilitates the given reaction. (1) Reactant: [CH:1]1([C:4]2[CH:16]=[C:15]([N+:17]([O-])=O)[CH:14]=[CH:13][C:5]=2[C:6]([O:8][C:9]([CH3:12])([CH3:11])[CH3:10])=[O:7])[CH2:3][CH2:2]1. Product: [NH2:17][C:15]1[CH:14]=[CH:13][C:5]([C:6]([O:8][C:9]([CH3:12])([CH3:11])[CH3:10])=[O:7])=[C:4]([CH:1]2[CH2:3][CH2:2]2)[CH:16]=1. The catalyst class is: 178. (2) Reactant: [CH3:1][CH:2]([C:4]1[N:8]=[C:7]([N:9]2[CH2:14][CH2:13][CH:12]([CH:15]([O:17][C:18]3[CH:19]=[CH:20][C:21]([C:24]4[CH:29]=[CH:28][C:27]([S:30]([CH3:33])(=[O:32])=[O:31])=[CH:26][CH:25]=4)=[N:22][CH:23]=3)[CH3:16])[CH2:11][CH2:10]2)[O:6][N:5]=1)[CH3:3].C(=O)=O. Product: [CH3:3][CH:2]([C:4]1[N:8]=[C:7]([N:9]2[CH2:14][CH2:13][CH:12]([C@H:15]([O:17][C:18]3[CH:19]=[CH:20][C:21]([C:24]4[CH:25]=[CH:26][C:27]([S:30]([CH3:33])(=[O:32])=[O:31])=[CH:28][CH:29]=4)=[N:22][CH:23]=3)[CH3:16])[CH2:11][CH2:10]2)[O:6][N:5]=1)[CH3:1]. The catalyst class is: 5. (3) Reactant: [Br:1][C:2]1[CH:18]=[CH:17][C:5]2[S:6][C:7]([C:10](=O)/[CH:11]=[CH:12]/N(C)C)=[C:8]([CH3:9])[C:4]=2[CH:3]=1.[O-]CC.[Na+].Cl.[NH2:24][C:25]([NH2:27])=[NH:26]. Product: [Br:1][C:2]1[CH:18]=[CH:17][C:5]2[S:6][C:7]([C:10]3[CH:11]=[CH:12][N:24]=[C:25]([NH2:27])[N:26]=3)=[C:8]([CH3:9])[C:4]=2[CH:3]=1. The catalyst class is: 14.